Dataset: Peptide-MHC class II binding affinity with 134,281 pairs from IEDB. Task: Regression. Given a peptide amino acid sequence and an MHC pseudo amino acid sequence, predict their binding affinity value. This is MHC class II binding data. (1) The peptide sequence is IQKFIEWLKVKILPEVKEKH. The MHC is DRB1_0401 with pseudo-sequence DRB1_0401. The binding affinity (normalized) is 0.0161. (2) The peptide sequence is RVPEDLLAMVVAVEQ. The MHC is DRB1_1602 with pseudo-sequence DRB1_1602. The binding affinity (normalized) is 0.543. (3) The peptide sequence is IVNFVSKVMIGSPKK. The MHC is DRB1_0404 with pseudo-sequence DRB1_0404. The binding affinity (normalized) is 0.437. (4) The peptide sequence is IDSSYFANVLAKKMP. The MHC is HLA-DPA10201-DPB10101 with pseudo-sequence HLA-DPA10201-DPB10101. The binding affinity (normalized) is 0.379. (5) The MHC is DRB1_1001 with pseudo-sequence DRB1_1001. The peptide sequence is YTKFLANVSTVLTGK. The binding affinity (normalized) is 0.773. (6) The peptide sequence is VKYAVFEAALTKA. The MHC is DRB1_0801 with pseudo-sequence DRB1_0801. The binding affinity (normalized) is 0.111. (7) The MHC is DRB1_0701 with pseudo-sequence DRB1_0701. The peptide sequence is TSKLDAAYKLAYKTAEGATP. The binding affinity (normalized) is 0.402. (8) The peptide sequence is PGKYTAYEGQRVVFI. The MHC is DRB1_1101 with pseudo-sequence DRB1_1101. The binding affinity (normalized) is 0.409.